Dataset: Full USPTO retrosynthesis dataset with 1.9M reactions from patents (1976-2016). Task: Predict the reactants needed to synthesize the given product. (1) Given the product [C:16]([OH:23])(=[O:22])[CH2:17][CH2:18][C:19]([OH:21])=[O:20].[N:1]1[CH:6]=[CH:5][CH:4]=[C:3]([N:7]2[CH2:15][CH2:14][C:9]3([NH:13][CH2:12][CH2:11][CH2:10]3)[CH2:8]2)[CH:2]=1, predict the reactants needed to synthesize it. The reactants are: [N:1]1[CH:6]=[CH:5][CH:4]=[C:3]([N:7]2[CH2:15][CH2:14][C:9]3([NH:13][CH2:12][CH2:11][CH2:10]3)[CH2:8]2)[CH:2]=1.[C:16]([OH:23])(=[O:22])[CH2:17][CH2:18][C:19]([OH:21])=[O:20].CC(C)=O. (2) Given the product [OH:35][C:36]1[C:41]([C:42]([NH:44][C@@H:45]([C:58]2[CH:63]=[CH:62][CH:61]=[CH:60][CH:59]=2)[C:46]2[CH:47]=[C:48]([P:52]([CH3:57])(=[O:53])[OH:56])[CH:49]=[CH:50][CH:51]=2)=[O:43])=[CH:40][N:39]=[C:38]([N:64]2[CH:68]=[CH:67][CH:66]=[N:65]2)[N:37]=1, predict the reactants needed to synthesize it. The reactants are: OC1C(C(N[C@H](C2C=CC=CC=2P(C)(=O)OCC)C2C=CC=CC=2)=O)=CN=C(N2C=CC=N2)N=1.[OH:35][C:36]1[C:41]([C:42]([NH:44][C@@H:45]([C:58]2[CH:63]=[CH:62][CH:61]=[CH:60][CH:59]=2)[C:46]2[CH:47]=[C:48]([P:52]([CH3:57])(=[O:56])[O:53]CC)[CH:49]=[CH:50][CH:51]=2)=[O:43])=[CH:40][N:39]=[C:38]([N:64]2[CH:68]=[CH:67][CH:66]=[N:65]2)[N:37]=1.[OH-].[Na+]. (3) Given the product [OH:16][C:9]1([CH2:3][C:4]([O:6][CH2:7][CH3:8])=[O:5])[CH:14]=[CH:13][C:12](=[O:15])[CH:11]=[CH:10]1, predict the reactants needed to synthesize it. The reactants are: Br[Zn][CH2:3][C:4]([O:6][CH2:7][CH3:8])=[O:5].[C:9]1(=[O:16])[CH:14]=[CH:13][C:12](=[O:15])[CH:11]=[CH:10]1.Cl.C(OCC)(=O)C. (4) Given the product [C:16]([C:14]1[CH:13]=[CH:12][C:5]2[C:6](=[O:7])[NH:8][CH2:9][CH:10]([O:11][CH3:20])[NH:1][C:4]=2[CH:15]=1)([CH3:19])([CH3:18])[CH3:17], predict the reactants needed to synthesize it. The reactants are: [N+:1]([C:4]1[CH:15]=[C:14]([C:16]([CH3:19])([CH3:18])[CH3:17])[CH:13]=[CH:12][C:5]=1[C:6]([NH:8][CH2:9][CH:10]=[O:11])=[O:7])([O-])=O.[C:20](C1C=CC2C(=O)NCC=NC=2C=1)(C)(C)C. (5) Given the product [C:9]([C:10]1[S:14][C:13]([S:15][CH3:16])=[C:12]([S:17]([C:20]2[CH:21]=[C:22]([C:26]3[C:31]([CH3:32])=[CH:30][CH:29]=[CH:28][C:27]=3[CH2:33][O:34][CH2:35][CH2:36][C:37]([OH:39])=[O:38])[CH:23]=[CH:24][CH:25]=2)(=[O:19])=[O:18])[CH:11]=1)(=[NH:8])[NH2:40], predict the reactants needed to synthesize it. The reactants are: C(OC([NH:8][C:9](=[NH:40])[C:10]1[S:14][C:13]([S:15][CH3:16])=[C:12]([S:17]([C:20]2[CH:21]=[C:22]([C:26]3[C:31]([CH3:32])=[CH:30][CH:29]=[CH:28][C:27]=3[CH2:33][O:34][CH2:35][CH2:36][C:37]([OH:39])=[O:38])[CH:23]=[CH:24][CH:25]=2)(=[O:19])=[O:18])[CH:11]=1)=O)(C)(C)C.